This data is from Full USPTO retrosynthesis dataset with 1.9M reactions from patents (1976-2016). The task is: Predict the reactants needed to synthesize the given product. (1) The reactants are: [NH:1]1[CH2:6][CH2:5][CH:4]([C:7]([C:9]2[CH:14]=[CH:13][CH:12]=[CH:11][C:10]=2[O:15][C:16]([F:19])([F:18])[F:17])=[O:8])[CH2:3][CH2:2]1.CCN(CC)CC.Br[CH2:28][C:29]([O:31][CH2:32][CH3:33])=[O:30]. Given the product [CH2:32]([O:31][C:29](=[O:30])[CH2:28][N:1]1[CH2:6][CH2:5][CH:4]([C:7](=[O:8])[C:9]2[CH:14]=[CH:13][CH:12]=[CH:11][C:10]=2[O:15][C:16]([F:17])([F:18])[F:19])[CH2:3][CH2:2]1)[CH3:33], predict the reactants needed to synthesize it. (2) Given the product [Cl:1][C:2]1[CH:13]=[C:12]([C:14]2[CH:15]=[N:16][N:17]3[C:22]([NH:23][CH2:24][CH:25]4[CH2:30][CH2:29][O:28][CH2:27][CH2:26]4)=[N:21][C:20]([O:41][C:35]4[CH:40]=[CH:39][CH:38]=[CH:37][CH:36]=4)=[N:19][C:18]=23)[CH:11]=[CH:10][C:3]=1[C:4]([NH:6][CH:7]1[CH2:9][CH2:8]1)=[O:5], predict the reactants needed to synthesize it. The reactants are: [Cl:1][C:2]1[CH:13]=[C:12]([C:14]2[CH:15]=[N:16][N:17]3[C:22]([NH:23][CH2:24][CH:25]4[CH2:30][CH2:29][O:28][CH2:27][CH2:26]4)=[N:21][C:20](S(C)(=O)=O)=[N:19][C:18]=23)[CH:11]=[CH:10][C:3]=1[C:4]([NH:6][CH:7]1[CH2:9][CH2:8]1)=[O:5].[C:35]1([OH:41])[CH:40]=[CH:39][CH:38]=[CH:37][CH:36]=1.C1CCN2C(=NCCC2)CC1.